From a dataset of Full USPTO retrosynthesis dataset with 1.9M reactions from patents (1976-2016). Predict the reactants needed to synthesize the given product. (1) Given the product [CH:1]1([C:7]2[C:15]3[C:10](=[CH:11][C:12]([C:16]([O:18][CH3:19])=[O:17])=[CH:13][CH:14]=3)[N:9]([CH2:20][C:21]([N:23]([CH3:24])[CH3:25])=[O:22])[C:8]=2[CH:26]=[O:29])[CH2:2][CH2:3][CH2:4][CH2:5][CH2:6]1, predict the reactants needed to synthesize it. The reactants are: [CH:1]1([C:7]2[C:15]3[C:10](=[CH:11][C:12]([C:16]([O:18][CH3:19])=[O:17])=[CH:13][CH:14]=3)[N:9]([CH2:20][C:21]([N:23]([CH3:25])[CH3:24])=[O:22])[C:8]=2[CH:26]([OH:29])CO)[CH2:6][CH2:5][CH2:4][CH2:3][CH2:2]1.I([O-])(=O)(=O)=O.[Na+]. (2) Given the product [Br:1][C:2]1[CH:7]=[C:6]([B:10]2[O:14][C:13]([CH3:16])([CH3:15])[C:12]([CH3:18])([CH3:17])[O:11]2)[CH:5]=[C:4]([Br:8])[C:3]=1[Cl:9], predict the reactants needed to synthesize it. The reactants are: [Br:1][C:2]1[CH:7]=[CH:6][CH:5]=[C:4]([Br:8])[C:3]=1[Cl:9].[B:10]1([B:10]2[O:14][C:13]([CH3:16])([CH3:15])[C:12]([CH3:18])([CH3:17])[O:11]2)[O:14][C:13]([CH3:16])([CH3:15])[C:12]([CH3:18])([CH3:17])[O:11]1.CC(=O)OCC. (3) The reactants are: [Cl:1][C:2]1[CH:7]=[CH:6][C:5]([C:8]2[CH:9]=[C:10]([NH2:20])[CH:11]=[N:12][C:13]=2[O:14][CH2:15][C:16]([F:19])([F:18])[F:17])=[CH:4][CH:3]=1.[CH3:21][C:22]1[N:23]=[N:24][S:25][C:26]=1[C:27](O)=[O:28]. Given the product [Cl:1][C:2]1[CH:3]=[CH:4][C:5]([C:8]2[CH:9]=[C:10]([NH:20][C:27]([C:26]3[S:25][N:24]=[N:23][C:22]=3[CH3:21])=[O:28])[CH:11]=[N:12][C:13]=2[O:14][CH2:15][C:16]([F:17])([F:18])[F:19])=[CH:6][CH:7]=1, predict the reactants needed to synthesize it. (4) Given the product [C:1]1([C:7]2[CH:8]=[C:9]3[CH:14]=[CH:13][CH:12]=[CH:11][N:10]3[N:27]=2)[CH:2]=[CH:3][CH:4]=[CH:5][CH:6]=1.[C:1]1([C:7]#[C:8][C:9]2[CH:14]=[CH:13][CH:12]=[CH:11][N:10]=2)[CH:2]=[CH:3][CH:4]=[CH:5][CH:6]=1, predict the reactants needed to synthesize it. The reactants are: [C:1]1([C:7]#[C:8][C:9]2[CH:14]=[CH:13][CH:12]=[CH:11][N:10]=2)[CH:6]=[CH:5][CH:4]=[CH:3][CH:2]=1.C1(C)C=C(C)C=C(C)C=1S(O[NH2:27])(=O)=O.C(OCC)C.C([O-])([O-])=O.[K+].[K+].